The task is: Regression. Given a peptide amino acid sequence and an MHC pseudo amino acid sequence, predict their binding affinity value. This is MHC class I binding data.. This data is from Peptide-MHC class I binding affinity with 185,985 pairs from IEDB/IMGT. (1) The peptide sequence is LLSAWILTA. The MHC is HLA-B35:01 with pseudo-sequence HLA-B35:01. The binding affinity (normalized) is 0. (2) The peptide sequence is IQMSSGNL. The MHC is H-2-Db with pseudo-sequence H-2-Db. The binding affinity (normalized) is 0.